Regression. Given two drug SMILES strings and cell line genomic features, predict the synergy score measuring deviation from expected non-interaction effect. From a dataset of NCI-60 drug combinations with 297,098 pairs across 59 cell lines. (1) Drug 1: CCC1=C2CN3C(=CC4=C(C3=O)COC(=O)C4(CC)O)C2=NC5=C1C=C(C=C5)O. Drug 2: CC12CCC3C(C1CCC2OP(=O)(O)O)CCC4=C3C=CC(=C4)OC(=O)N(CCCl)CCCl.[Na+]. Cell line: CCRF-CEM. Synergy scores: CSS=55.2, Synergy_ZIP=-4.72, Synergy_Bliss=-9.19, Synergy_Loewe=-20.2, Synergy_HSA=-8.61. (2) Drug 1: CN1C(=O)N2C=NC(=C2N=N1)C(=O)N. Drug 2: CC(C)(C#N)C1=CC(=CC(=C1)CN2C=NC=N2)C(C)(C)C#N. Cell line: SF-539. Synergy scores: CSS=1.76, Synergy_ZIP=-4.01, Synergy_Bliss=-7.86, Synergy_Loewe=-4.81, Synergy_HSA=-5.18.